This data is from Catalyst prediction with 721,799 reactions and 888 catalyst types from USPTO. The task is: Predict which catalyst facilitates the given reaction. (1) Reactant: Cl[C:2]1[C:12]([I:13])=[CH:11][C:5]([C:6]([O:8][CH2:9][CH3:10])=[O:7])=[CH:4][N:3]=1.[F:14][C:15]([F:20])([F:19])[CH:16]([OH:18])[CH3:17].C[Si]([N-][Si](C)(C)C)(C)C.[Na+]. Product: [I:13][C:12]1[C:2]([O:18][CH:16]([CH3:17])[C:15]([F:20])([F:19])[F:14])=[N:3][CH:4]=[C:5]([CH:11]=1)[C:6]([O:8][CH2:9][CH3:10])=[O:7]. The catalyst class is: 1. (2) Reactant: C(OC([NH:8][C@@H:9]1[CH2:14][CH2:13][C@H:12]([N:15]2[C:20](=[O:21])[C:19]3[CH:22]=[C:23]([F:26])[CH:24]=[N:25][C:18]=3[N:17]([C:27]3[CH:28]=[C:29]([CH:33]=[CH:34][CH:35]=3)[C:30]([OH:32])=[O:31])[C:16]2=[O:36])[CH2:11][CH2:10]1)=O)(C)(C)C.Cl. Product: [NH2:8][C@@H:9]1[CH2:14][CH2:13][C@H:12]([N:15]2[C:20](=[O:21])[C:19]3[CH:22]=[C:23]([F:26])[CH:24]=[N:25][C:18]=3[N:17]([C:27]3[CH:28]=[C:29]([CH:33]=[CH:34][CH:35]=3)[C:30]([OH:32])=[O:31])[C:16]2=[O:36])[CH2:11][CH2:10]1. The catalyst class is: 12. (3) Reactant: [Cl:1][C:2]1[CH:3]=[C:4]([OH:9])[CH:5]=[CH:6][C:7]=1[Cl:8].F[C:11]1[CH:18]=[CH:17][C:14]([C:15]#[N:16])=[CH:13][C:12]=1[O:19][CH3:20].C(=O)([O-])[O-:22].[Cs+].[Cs+].[OH-].[Na+]. Product: [Cl:1][C:2]1[CH:3]=[C:4]([CH:5]=[CH:6][C:7]=1[Cl:8])[O:9][C:11]1[CH:18]=[CH:17][C:14]([C:15]([NH2:16])=[O:22])=[CH:13][C:12]=1[O:19][CH3:20]. The catalyst class is: 16. (4) Reactant: [CH:1]([C:4]1[CH:9]=[CH:8][C:7]([C:10]2[C:19]3[C:14](=[CH:15][CH:16]=[C:17]([O:20][CH2:21][C:22]#[CH:23])[CH:18]=3)[N:13]([CH2:24][C:25]3[CH:30]=[CH:29][CH:28]=[C:27]([N+:31]([O-])=O)[CH:26]=3)[C:12](=[O:34])[N:11]=2)=[CH:6][CH:5]=1)([CH3:3])[CH3:2].C(OCC)(=O)C.O. Product: [NH2:31][C:27]1[CH:26]=[C:25]([CH:30]=[CH:29][CH:28]=1)[CH2:24][N:13]1[C:14]2[C:19](=[CH:18][C:17]([O:20][CH2:21][C:22]#[CH:23])=[CH:16][CH:15]=2)[C:10]([C:7]2[CH:8]=[CH:9][C:4]([CH:1]([CH3:2])[CH3:3])=[CH:5][CH:6]=2)=[N:11][C:12]1=[O:34]. The catalyst class is: 180. (5) Reactant: [CH3:1][O:2][C:3]1[CH:8]=[CH:7][C:6]([N:9]2[CH:13]=[C:12]([CH3:14])[C:11]([CH:15]=[O:16])=[N:10]2)=[CH:5][CH:4]=1.[CH:17]1([Mg]Br)[CH2:22][CH2:21][CH2:20][CH2:19][CH2:18]1. Product: [CH:17]1([CH:15]([C:11]2[C:12]([CH3:14])=[CH:13][N:9]([C:6]3[CH:5]=[CH:4][C:3]([O:2][CH3:1])=[CH:8][CH:7]=3)[N:10]=2)[OH:16])[CH2:22][CH2:21][CH2:20][CH2:19][CH2:18]1. The catalyst class is: 7. (6) Reactant: [Cl:1][C:2]1[CH:3]=[C:4]([CH:20]=[CH2:21])[CH:5]=[C:6]2[C:10]=1[C:9](=[O:11])[N:8]([CH2:12][C:13]1[CH:18]=[CH:17][C:16]([Cl:19])=[CH:15][CH:14]=1)[CH2:7]2.[H][H].CCCCCC.C(OCC)(=O)C. Product: [Cl:1][C:2]1[CH:3]=[C:4]([CH2:20][CH3:21])[CH:5]=[C:6]2[C:10]=1[C:9](=[O:11])[N:8]([CH2:12][C:13]1[CH:18]=[CH:17][C:16]([Cl:19])=[CH:15][CH:14]=1)[CH2:7]2. The catalyst class is: 63.